Dataset: Reaction yield outcomes from USPTO patents with 853,638 reactions. Task: Predict the reaction yield, written as a fraction of the theoretical maximum amount of product (1.0 means a 100% yield; for example, 0.34 means a 34% yield). (1) The reactants are Br[C:2]1[C:10]2[C:5](=[CH:6][CH:7]=[C:8]([C:11]#[N:12])[CH:9]=2)[N:4]([CH:13]2[CH2:18][CH2:17][CH2:16][CH2:15][O:14]2)[N:3]=1.[CH3:19][O:20][C:21]1[CH:26]=[CH:25][C:24](B(O)O)=[CH:23][CH:22]=1.[O-]P([O-])([O-])=O.[K+].[K+].[K+]. The catalyst is COCCOC.CCOC(C)=O.C1C=CC(P(C2C=CC=CC=2)[C-]2C=CC=C2)=CC=1.C1C=CC(P(C2C=CC=CC=2)[C-]2C=CC=C2)=CC=1.Cl[Pd]Cl.[Fe+2]. The product is [CH3:19][O:20][C:21]1[CH:26]=[CH:25][C:24]([C:2]2[C:10]3[C:5](=[CH:6][CH:7]=[C:8]([C:11]#[N:12])[CH:9]=3)[N:4]([CH:13]3[CH2:18][CH2:17][CH2:16][CH2:15][O:14]3)[N:3]=2)=[CH:23][CH:22]=1. The yield is 0.730. (2) The reactants are [Cl:1][C:2]1[N:7]=[CH:6][N:5]=[C:4]([NH:8][C:9]2[CH:14]=[CH:13][C:12]([S:15]([CH3:18])(=[O:17])=[O:16])=[CH:11][CH:10]=2)[C:3]=1[N+:19]([O-])=O.[N:22]([O-])=O.[Na+]. The catalyst is ClCCl.C(O)(=O)C.O. The product is [Cl:1][C:2]1[C:3]2[N:19]=[N:22][N:8]([C:9]3[CH:14]=[CH:13][C:12]([S:15]([CH3:18])(=[O:17])=[O:16])=[CH:11][CH:10]=3)[C:4]=2[N:5]=[CH:6][N:7]=1. The yield is 0.778. (3) The reactants are [NH2:1][C:2]1[NH:6][N:5]=[C:4]([CH:7]2[CH2:12][CH2:11][N:10](C(=O)C)[CH2:9][CH2:8]2)[C:3]=1[C:16]1[S:17][C:18]2[CH:24]=[CH:23][CH:22]=[CH:21][C:19]=2[N:20]=1.[OH-].[Na+].[Na+].[Cl-]. The catalyst is Cl. The product is [NH3:1].[S:17]1[C:18]2[CH:24]=[CH:23][CH:22]=[CH:21][C:19]=2[N:20]=[C:16]1[C:3]1[C:4]([CH:7]2[CH2:8][CH2:9][NH:10][CH2:11][CH2:12]2)=[N:5][NH:6][C:2]=1[NH2:1]. The yield is 0.0100. (4) The reactants are [NH:1]1[C:9]2[C:4](=[CH:5][CH:6]=[C:7]3[O:12][CH2:11][CH2:10][C:8]3=2)[CH:3]=[C:2]1C(O)=O.O1C2C=C3C(CCN3)=CC=2C=C1C(O)=O.CCCCCCC. The catalyst is C1(OC2C=CC=CC=2)C=CC=CC=1. The product is [NH:1]1[C:9]2[C:4](=[CH:5][CH:6]=[C:7]3[O:12][CH2:11][CH2:10][C:8]3=2)[CH:3]=[CH:2]1. The yield is 0.0540. (5) The reactants are [F:1][C:2]1[CH:7]=[CH:6][C:5](I)=[CH:4][C:3]=1[N:9]1[CH:14]=[C:13]([O:15][CH3:16])[C:12](=[O:17])[C:11]([C:18]2[N:22]([C:23]3[CH:28]=[CH:27][CH:26]=[CH:25][CH:24]=3)[N:21]=[CH:20][CH:19]=2)=[N:10]1.[NH:29]1[CH2:33][CH2:32][CH2:31][C:30]1=[O:34].[O-]P([O-])([O-])=O.[K+].[K+].[K+].N[C@@H]1CCCC[C@H]1N. The catalyst is O1CCOCC1.C([O-])(O)=O.[Na+].[Cu]I. The product is [F:1][C:2]1[CH:7]=[CH:6][C:5]([N:29]2[CH2:33][CH2:32][CH2:31][C:30]2=[O:34])=[CH:4][C:3]=1[N:9]1[CH:14]=[C:13]([O:15][CH3:16])[C:12](=[O:17])[C:11]([C:18]2[N:22]([C:23]3[CH:28]=[CH:27][CH:26]=[CH:25][CH:24]=3)[N:21]=[CH:20][CH:19]=2)=[N:10]1. The yield is 0.570.